From a dataset of Full USPTO retrosynthesis dataset with 1.9M reactions from patents (1976-2016). Predict the reactants needed to synthesize the given product. Given the product [C:1]([CH2:14][CH2:15][O:16][CH2:25][CH2:26][CH2:27][CH2:28][CH3:29])([C:4]([C:7]([C:10]([F:11])([F:12])[F:13])([F:9])[F:8])([F:6])[F:5])([F:3])[F:2], predict the reactants needed to synthesize it. The reactants are: [C:1]([CH2:14][CH2:15][OH:16])([C:4]([C:7]([C:10]([F:13])([F:12])[F:11])([F:9])[F:8])([F:6])[F:5])([F:3])[F:2].O1CCCC1.[OH-].[Na+].Br[CH2:25][CH2:26][CH2:27][CH2:28][CH3:29].